Dataset: Reaction yield outcomes from USPTO patents with 853,638 reactions. Task: Predict the reaction yield, written as a fraction of the theoretical maximum amount of product (1.0 means a 100% yield; for example, 0.34 means a 34% yield). (1) The reactants are [CH3:1][O:2][C:3]1[CH:4]=[C:5]2[C:10](=[CH:11][C:12]=1[O:13][CH3:14])[N:9]=[CH:8][N:7]=[C:6]2[O:15][C:16]1[CH:17]=[C:18]2[C:23](=[CH:24][CH:25]=1)[C:22]([C:26]([OH:28])=O)=[CH:21][CH:20]=[CH:19]2.[F:29][C:30]1[CH:35]=[CH:34][C:33]([NH2:36])=[C:32]([NH2:37])[CH:31]=1. No catalyst specified. The product is [NH2:37][C:32]1[CH:31]=[C:30]([F:29])[CH:35]=[CH:34][C:33]=1[NH:36][C:26]([C:22]1[C:23]2[C:24](=[CH:25][C:16]([O:15][C:6]3[C:5]4[C:10](=[CH:11][C:12]([O:13][CH3:14])=[C:3]([O:2][CH3:1])[CH:4]=4)[N:9]=[CH:8][N:7]=3)=[CH:17][CH:18]=2)[CH:19]=[CH:20][CH:21]=1)=[O:28]. The yield is 0.890. (2) The reactants are [CH2:1]([C:5]1[N:10]2[N:11]=[CH:12][N:13]=[C:9]2[N:8]([CH:14]2[CH2:19][CH2:18][CH:17]([OH:20])[CH2:16][CH2:15]2)[C:7](=[O:21])[C:6]=1[CH2:22][C:23]1[CH:28]=[CH:27][C:26]([C:29]2[C:30]([C:35]#[N:36])=[CH:31][CH:32]=[CH:33][CH:34]=2)=[CH:25][CH:24]=1)[CH2:2][CH2:3][CH3:4].CI.[CH3:39]N(C)C=O.[H-].[Na+]. The catalyst is C(OCC)(=O)C. The product is [CH2:1]([C:5]1[N:10]2[N:11]=[CH:12][N:13]=[C:9]2[N:8]([CH:14]2[CH2:19][CH2:18][CH:17]([O:20][CH3:39])[CH2:16][CH2:15]2)[C:7](=[O:21])[C:6]=1[CH2:22][C:23]1[CH:28]=[CH:27][C:26]([C:29]2[C:30]([C:35]#[N:36])=[CH:31][CH:32]=[CH:33][CH:34]=2)=[CH:25][CH:24]=1)[CH2:2][CH2:3][CH3:4]. The yield is 0.420.